The task is: Predict the product of the given reaction.. This data is from Forward reaction prediction with 1.9M reactions from USPTO patents (1976-2016). (1) Given the reactants [S:1]1[CH:5]=[CH:4][CH:3]=[C:2]1[C:6]1[CH:11]=[CH:10][CH:9]=[CH:8][C:7]=1[O:12][CH3:13].C([Li])CCC.[CH:19]([O:21][CH2:22]Cl)=[O:20], predict the reaction product. The product is: [CH3:22][O:21][C:19]([C:5]1[S:1][C:2]([C:6]2[CH:11]=[CH:10][CH:9]=[CH:8][C:7]=2[O:12][CH3:13])=[CH:3][CH:4]=1)=[O:20]. (2) Given the reactants [C:1]([CH2:4][CH2:5][CH2:6][N:7]([CH3:62])[C@H:8]([C:12]([NH:14][C@H:15]([C:19]([N:21]([C@@H:23]([C@@H:58]([CH3:61])[CH2:59][CH3:60])[C@H:24]([O:56][CH3:57])[CH2:25][C:26]([N:28]1[CH2:32][CH2:31][CH2:30][C@H:29]1[C@H:33]([O:54][CH3:55])[C@@H:34]([CH3:53])[C:35](=[O:52])[NH:36][C@@:37]1([C:46](=[O:51])[NH:47][CH2:48][CH2:49][CH3:50])[CH2:39][C@@H:38]1[C:40]1[CH:45]=[CH:44][CH:43]=[CH:42][CH:41]=1)=[O:27])[CH3:22])=[O:20])[CH:16]([CH3:18])[CH3:17])=[O:13])[CH:9]([CH3:11])[CH3:10])([OH:3])=O.Cl.CN(C)CCCN=C=NCC.O.ON1C2C=CC=CC=2N=N1.C(N(CC)C(C)C)(C)C.[O:95]=[C:96]1[CH:100]=[CH:99][C:98](=[O:101])[N:97]1[CH2:102][CH2:103][CH2:104][CH2:105][CH2:106][C:107]([NH:109][NH2:110])=[O:108], predict the reaction product. The product is: [O:101]=[C:98]1[CH:99]=[CH:100][C:96](=[O:95])[N:97]1[CH2:102][CH2:103][CH2:104][CH2:105][CH2:106][C:107]([NH:109][NH:110][C:1](=[O:3])[CH2:4][CH2:5][CH2:6][N:7]([CH3:62])[C@H:8]([C:12]([NH:14][C@H:15]([C:19]([N:21]([C@@H:23]([C@@H:58]([CH3:61])[CH2:59][CH3:60])[C@H:24]([O:56][CH3:57])[CH2:25][C:26]([N:28]1[CH2:32][CH2:31][CH2:30][C@H:29]1[C@H:33]([O:54][CH3:55])[C@@H:34]([CH3:53])[C:35](=[O:52])[NH:36][C@@:37]1([C:46](=[O:51])[NH:47][CH2:48][CH2:49][CH3:50])[CH2:39][C@@H:38]1[C:40]1[CH:41]=[CH:42][CH:43]=[CH:44][CH:45]=1)=[O:27])[CH3:22])=[O:20])[CH:16]([CH3:18])[CH3:17])=[O:13])[CH:9]([CH3:11])[CH3:10])=[O:108]. (3) The product is: [NH2:45][C:36](=[O:37])[CH2:35][C:30]1[CH:31]=[CH:32][CH:33]=[CH:34][C:29]=1[CH2:28][CH2:27][C:25]1[C:24]([C:39]([F:40])([F:42])[F:41])=[CH:23][N:22]=[C:21]([NH:20][C:17]2[CH:16]=[CH:15][C:14]([N:11]3[CH2:10][CH2:9][N:8]([C:6]([O:5][C:1]([CH3:3])([CH3:2])[CH3:4])=[O:7])[CH2:13][CH2:12]3)=[CH:19][CH:18]=2)[N:26]=1. Given the reactants [C:1]([O:5][C:6]([N:8]1[CH2:13][CH2:12][N:11]([C:14]2[CH:19]=[CH:18][C:17]([NH:20][C:21]3[N:26]=[C:25]([CH2:27][CH2:28][C:29]4[CH:34]=[CH:33][CH:32]=[CH:31][C:30]=4[CH2:35][C:36]([O-])=[O:37])[C:24]([C:39]([F:42])([F:41])[F:40])=[CH:23][N:22]=3)=[CH:16][CH:15]=2)[CH2:10][CH2:9]1)=[O:7])([CH3:4])([CH3:3])[CH3:2].[Li+].O[N:45]1C2C=CC=CC=2N=N1.CCN=C=NCCCN(C)C.C(N(CC)C(C)C)(C)C.C(=O)([O-])[O-].[NH4+].[NH4+], predict the reaction product. (4) Given the reactants [Cl:1][C:2]1[CH:3]=[CH:4][C:5]2[C:15](=[C:16]3[CH2:21][CH2:20][NH:19][CH2:18][CH2:17]3)[C:10]3=[N:11][CH:12]=[CH:13][CH:14]=[C:9]3[CH2:8][CH2:7][C:6]=2[CH:22]=1.O[N:24]1[C:28]2[CH:29]=[CH:30][CH:31]=[CH:32]C=2N=N1.CN1CC[O:37][CH2:36][CH2:35]1.CN(C=[O:44])C, predict the reaction product. The product is: [NH3:11].[Cl:1][C:2]1[CH:3]=[CH:4][C:5]2[C:15](=[C:16]3[CH2:17][CH2:18][N+:19]([O-:44])([C:36](=[O:37])[CH2:35][C:30]4[CH:29]=[CH:28][N:24]=[CH:32][CH:31]=4)[CH2:20][CH2:21]3)[C:10]3=[N:11][CH:12]=[CH:13][CH:14]=[C:9]3[CH2:8][CH2:7][C:6]=2[CH:22]=1. (5) Given the reactants [Cl:1][C:2]1[CH:3]=[C:4]([C:8]2[CH2:9][CH2:10][N:11](C(OC(C)(C)C)=O)[CH2:12][CH:13]=2)[CH:5]=[CH:6][CH:7]=1.Cl.CCOCC, predict the reaction product. The product is: [ClH:1].[Cl:1][C:2]1[CH:3]=[C:4]([C:8]2[CH2:13][CH2:12][NH:11][CH2:10][CH:9]=2)[CH:5]=[CH:6][CH:7]=1. (6) Given the reactants [F:1][C:2]1[CH:7]=[CH:6][C:5]([C:8]2[CH:9]([C:20]3[CH:25]=[CH:24][C:23]([I:26])=[CH:22][CH:21]=3)[O:10][C:11]3[C:16]([C:17]=2[CH3:18])=[CH:15][CH:14]=[C:13]([OH:19])[CH:12]=3)=[CH:4][CH:3]=1.[O:27]1[CH:32]=[CH:31][CH2:30][CH2:29][CH2:28]1.CC1C=CC(S([O-])(=O)=O)=CC=1.C1C=C[NH+]=CC=1, predict the reaction product. The product is: [F:1][C:2]1[CH:7]=[CH:6][C:5]([C:8]2[CH:9]([C:20]3[CH:21]=[CH:22][C:23]([I:26])=[CH:24][CH:25]=3)[O:10][C:11]3[C:16]([C:17]=2[CH3:18])=[CH:15][CH:14]=[C:13]([O:19][CH:28]2[CH2:29][CH2:30][CH2:31][CH2:32][O:27]2)[CH:12]=3)=[CH:4][CH:3]=1. (7) Given the reactants FC(F)(F)C(O)=[O:4].[C:8]([C:11]1[CH:18]=[CH:17][C:14]([C:15]#[N:16])=[CH:13][CH:12]=1)(=[O:10])[CH3:9].FC(F)(F)C(OI(C1C=CC=CC=1)OC(=O)C(F)(F)F)=O, predict the reaction product. The product is: [OH:4][CH2:9][C:8]([C:11]1[CH:18]=[CH:17][C:14]([C:15]#[N:16])=[CH:13][CH:12]=1)=[O:10]. (8) The product is: [C:1]([C:5]1[N:9]([CH2:10][CH:11]2[CH2:16][CH2:15][C:14]([F:18])([F:17])[CH2:13][CH2:12]2)[C:8]2[CH:19]=[CH:20][C:21]([C:23]([OH:25])=[O:24])=[CH:22][C:7]=2[N:6]=1)([CH3:4])([CH3:2])[CH3:3]. Given the reactants [C:1]([C:5]1[N:9]([CH2:10][CH:11]2[CH2:16][CH2:15][C:14]([F:18])([F:17])[CH2:13][CH2:12]2)[C:8]2[CH:19]=[CH:20][C:21]([C:23]([O:25]C)=[O:24])=[CH:22][C:7]=2[N:6]=1)([CH3:4])([CH3:3])[CH3:2].OS([O-])(=O)=O.[K+], predict the reaction product. (9) Given the reactants [Br:1][C:2]1[CH:24]=[N:23][C:5]2[N:6]([CH3:22])[C:7](=[O:21])[N:8]([CH2:11][CH2:12][CH2:13][O:14][CH:15]3CCCC[O:16]3)[C:9](=[O:10])[C:4]=2[C:3]=1[CH:25]([C:27]1[CH:32]=[CH:31][C:30]([Cl:33])=[CH:29][CH:28]=1)O, predict the reaction product. The product is: [CH:15]([O:14][CH2:13][CH2:12][CH2:11][N:8]1[C:9](=[O:10])[C:4]2[C:3]([CH2:25][C:27]3[CH:28]=[CH:29][C:30]([Cl:33])=[CH:31][CH:32]=3)=[C:2]([Br:1])[CH:24]=[N:23][C:5]=2[N:6]([CH3:22])[C:7]1=[O:21])=[O:16].